From a dataset of Full USPTO retrosynthesis dataset with 1.9M reactions from patents (1976-2016). Predict the reactants needed to synthesize the given product. (1) Given the product [OH:17][CH2:16][CH2:15][N:11]1[CH2:12][CH2:13][N:8]([C:3]2[CH:4]=[CH:5][CH:6]=[CH:7][C:2]=2[F:1])[CH2:9][CH2:10]1, predict the reactants needed to synthesize it. The reactants are: [F:1][C:2]1[CH:7]=[CH:6][CH:5]=[CH:4][C:3]=1[N:8]1[CH2:13][CH2:12][NH:11][CH2:10][CH2:9]1.I[CH2:15][CH2:16][OH:17].C(=O)([O-])[O-].[K+].[K+]. (2) Given the product [C:20]([N:24]1[CH:10]=[CH:3][C:4]([C:5]([O:7][CH2:8][CH3:9])=[O:6])=[N:25]1)([CH3:23])([CH3:22])[CH3:21], predict the reactants needed to synthesize it. The reactants are: C([CH:3]([CH:10]=O)[CH2:4][C:5]([O:7][CH2:8][CH3:9])=[O:6])=O.C(N(CC)CC)C.Cl.[C:20]([NH:24][NH2:25])([CH3:23])([CH3:22])[CH3:21]. (3) Given the product [Br:1][C:2]1[CH:7]=[CH:6][C:5]([Cl:8])=[CH:4][C:3]=1[CH2:9][C:10]([O:12][CH3:17])=[O:11], predict the reactants needed to synthesize it. The reactants are: [Br:1][C:2]1[CH:7]=[CH:6][C:5]([Cl:8])=[CH:4][C:3]=1[CH2:9][C:10]([OH:12])=[O:11].S(Cl)(Cl)=O.[CH3:17]O. (4) Given the product [Cl:1][C:2]1[CH:7]=[C:6]([NH:8][CH:9]2[CH2:14][CH2:13][N:12]([CH:35]3[CH2:36][O:33][CH2:34]3)[CH2:11][CH2:10]2)[C:5]([C:15]#[N:16])=[CH:4][C:3]=1[NH:17][C:18]1[N:23]=[C:22]([NH:24][CH:25]2[CH2:26][CH2:27]2)[C:21]2=[N:28][CH:29]=[C:30]([C:31]#[N:32])[N:20]2[N:19]=1, predict the reactants needed to synthesize it. The reactants are: [Cl:1][C:2]1[CH:7]=[C:6]([NH:8][CH:9]2[CH2:14][CH2:13][NH:12][CH2:11][CH2:10]2)[C:5]([C:15]#[N:16])=[CH:4][C:3]=1[NH:17][C:18]1[N:23]=[C:22]([NH:24][CH:25]2[CH2:27][CH2:26]2)[C:21]2=[N:28][CH:29]=[C:30]([C:31]#[N:32])[N:20]2[N:19]=1.[O:33]1[CH2:36][C:35](=O)[CH2:34]1.COC(OC)OC.C(O)(=O)C.C([BH3-])#N.[Na+].